Dataset: NCI-60 drug combinations with 297,098 pairs across 59 cell lines. Task: Regression. Given two drug SMILES strings and cell line genomic features, predict the synergy score measuring deviation from expected non-interaction effect. (1) Drug 1: C1=C(C(=O)NC(=O)N1)N(CCCl)CCCl. Drug 2: CC1CCC2CC(C(=CC=CC=CC(CC(C(=O)C(C(C(=CC(C(=O)CC(OC(=O)C3CCCCN3C(=O)C(=O)C1(O2)O)C(C)CC4CCC(C(C4)OC)OCCO)C)C)O)OC)C)C)C)OC. Cell line: RPMI-8226. Synergy scores: CSS=32.4, Synergy_ZIP=-10.0, Synergy_Bliss=-2.88, Synergy_Loewe=-5.14, Synergy_HSA=-0.528. (2) Drug 2: CCC(=C(C1=CC=CC=C1)C2=CC=C(C=C2)OCCN(C)C)C3=CC=CC=C3.C(C(=O)O)C(CC(=O)O)(C(=O)O)O. Cell line: SK-OV-3. Synergy scores: CSS=24.3, Synergy_ZIP=-3.22, Synergy_Bliss=-7.82, Synergy_Loewe=-8.92, Synergy_HSA=-7.31. Drug 1: C1=CC(=CC=C1CCC2=CNC3=C2C(=O)NC(=N3)N)C(=O)NC(CCC(=O)O)C(=O)O. (3) Drug 2: CC1=C(C(=O)C2=C(C1=O)N3CC4C(C3(C2COC(=O)N)OC)N4)N. Cell line: RPMI-8226. Drug 1: C1CN1C2=NC(=NC(=N2)N3CC3)N4CC4. Synergy scores: CSS=46.7, Synergy_ZIP=2.28, Synergy_Bliss=3.28, Synergy_Loewe=1.81, Synergy_HSA=7.58. (4) Drug 1: CNC(=O)C1=NC=CC(=C1)OC2=CC=C(C=C2)NC(=O)NC3=CC(=C(C=C3)Cl)C(F)(F)F. Drug 2: CC1=C(C(=O)C2=C(C1=O)N3CC4C(C3(C2COC(=O)N)OC)N4)N. Cell line: BT-549. Synergy scores: CSS=23.4, Synergy_ZIP=2.46, Synergy_Bliss=2.22, Synergy_Loewe=-17.1, Synergy_HSA=-1.42. (5) Drug 1: C1C(C(OC1N2C=C(C(=O)NC2=O)F)CO)O. Drug 2: CC12CCC3C(C1CCC2OP(=O)(O)O)CCC4=C3C=CC(=C4)OC(=O)N(CCCl)CCCl.[Na+]. Cell line: A498. Synergy scores: CSS=23.8, Synergy_ZIP=-9.93, Synergy_Bliss=-1.73, Synergy_Loewe=-20.4, Synergy_HSA=0.109.